Predict which catalyst facilitates the given reaction. From a dataset of Catalyst prediction with 721,799 reactions and 888 catalyst types from USPTO. (1) Reactant: [OH:1][C:2]1[CH:11]=[C:10]2[C:5]([CH:6]=[CH:7][C:8](=[O:12])[NH:9]2)=[CH:4][CH:3]=1.[CH2:13](Br)[C:14]1[CH:19]=[CH:18][CH:17]=[CH:16][CH:15]=1.[OH-].[K+].O. Product: [CH2:13]([O:1][C:2]1[CH:11]=[C:10]2[C:5]([CH:6]=[CH:7][C:8](=[O:12])[NH:9]2)=[CH:4][CH:3]=1)[C:14]1[CH:19]=[CH:18][CH:17]=[CH:16][CH:15]=1. The catalyst class is: 16. (2) Reactant: O[NH:2][C:3]([C:5]1[CH:6]=[CH:7][C:8]2[O:13][CH2:12][C:11](=[O:14])[NH:10][C:9]=2[CH:15]=1)=[NH:4].C([O-])=O.[NH4+]. Product: [O:14]=[C:11]1[NH:10][C:9]2[CH:15]=[C:5]([C:3]([NH2:4])=[NH:2])[CH:6]=[CH:7][C:8]=2[O:13][CH2:12]1. The catalyst class is: 285. (3) Reactant: [CH:1]#[C:2][CH2:3][NH:4][C@H:5]1[C:9]2[CH:10]=[CH:11][CH:12]=[CH:13][C:8]=2[CH2:7][CH2:6]1.[C:14]([OH:21])(=[O:20])/[CH:15]=[CH:16]/[C:17]([OH:19])=[O:18]. Product: [CH:1]#[C:2][CH2:3][NH:4][C@H:5]1[C:9]2[CH:10]=[CH:11][CH:12]=[CH:13][C:8]=2[CH2:7][CH2:6]1.[C:14]([O-:21])(=[O:20])/[CH:15]=[CH:16]/[C:17]([O-:19])=[O:18]. The catalyst class is: 41. (4) The catalyst class is: 100. Reactant: [Cl:1][C:2]1[CH:8]=[CH:7][C:5]([NH2:6])=[C:4]([C:9]2[NH:10][CH:11]=[CH:12][CH:13]=2)[CH:3]=1.[C:14]([O-])([O-])=[O:15].[K+].[K+].ClC(Cl)(OC(=O)OC(Cl)(Cl)Cl)Cl.C1COCC1. Product: [Cl:1][C:2]1[CH:8]=[CH:7][C:5]2[NH:6][C:14](=[O:15])[N:10]3[CH:11]=[CH:12][CH:13]=[C:9]3[C:4]=2[CH:3]=1. (5) Reactant: C([N:8]1[CH2:15][CH:14]2[O:16][CH:10]([CH2:11][N:12]([C:17]([O:19][C:20]([CH3:23])([CH3:22])[CH3:21])=[O:18])[CH2:13]2)[CH2:9]1)C1C=CC=CC=1. Product: [CH:10]12[O:16][CH:14]([CH2:15][NH:8][CH2:9]1)[CH2:13][N:12]([C:17]([O:19][C:20]([CH3:23])([CH3:22])[CH3:21])=[O:18])[CH2:11]2. The catalyst class is: 29. (6) Reactant: O[CH2:2][C:3]1[CH:4]=[CH:5][C:6]([C:9]([N:11]2[CH2:16][CH2:15][N:14]([CH:17]([CH3:19])[CH3:18])[CH2:13][CH2:12]2)=[O:10])=[N:7][CH:8]=1.COC(=O)[C:23]1[CH:28]=[CH:27][C:26](C(N2CCN(C(C)C)CC2)=O)=[N:25][CH:24]=1.C(O[AlH-](OC(C)(C)C)OC(C)(C)C)(C)(C)C.[Li+]. Product: [CH:17]([N:14]1[CH2:15][CH2:16][N:11]([C:9]([C:6]2[CH:5]=[CH:4][C:3]([CH2:2][N:25]3[CH2:26][CH2:27][CH2:28][CH2:23][CH2:24]3)=[CH:8][N:7]=2)=[O:10])[CH2:12][CH2:13]1)([CH3:19])[CH3:18]. The catalyst class is: 1. (7) Reactant: [H-].[Na+].[CH2:3]([CH:7]([C:15]([O:17][CH2:18][CH3:19])=[O:16])[C:8]([O:10][C:11]([CH3:14])([CH3:13])[CH3:12])=[O:9])[CH2:4][C:5]#[CH:6].Cl[C:21]1[N:26]=[CH:25][C:24]([N+:27]([O-:29])=[O:28])=[CH:23][N:22]=1. Product: [CH2:3]([C:7]([C:21]1[N:26]=[CH:25][C:24]([N+:27]([O-:29])=[O:28])=[CH:23][N:22]=1)([C:15]([O:17][CH2:18][CH3:19])=[O:16])[C:8]([O:10][C:11]([CH3:14])([CH3:13])[CH3:12])=[O:9])[CH2:4][C:5]#[CH:6]. The catalyst class is: 31. (8) Reactant: [F:1][C:2]1[CH:3]=[C:4]2[C:12](=[CH:13][CH:14]=1)[NH:11][C:10]1[C:9]([O:15][CH2:16][CH2:17][N:18]([CH3:20])[CH3:19])=[C:8]3[NH:21][C:22]4[CH:23]=[CH:24][C:25]([F:28])=[CH:26][C:27]=4[C:7]3=[CH:6][C:5]2=1.[Br:29]Br.C(Cl)Cl. Product: [Br:29][C:6]1[C:7]2[C:27]3[C:22](=[CH:23][CH:24]=[C:25]([F:28])[CH:26]=3)[NH:21][C:8]=2[C:9]([O:15][CH2:16][CH2:17][N:18]([CH3:19])[CH3:20])=[C:10]2[NH:11][C:12]3[CH:13]=[CH:14][C:2]([F:1])=[CH:3][C:4]=3[C:5]=12. The catalyst class is: 3. (9) Reactant: Cl[C:2]1[CH:7]=[CH:6][N:5]=[C:4]([NH:8][C:9]2[CH:14]=[CH:13][CH:12]=[C:11]([Cl:15])[CH:10]=2)[N:3]=1.[NH2:16][CH2:17][CH:18]1[CH2:23][CH2:22][CH2:21][CH2:20][N:19]1[C:24]([O:26][C:27]([CH3:30])([CH3:29])[CH3:28])=[O:25].C(N(C(C)C)CC)(C)C. Product: [C:27]([O:26][C:24]([N:19]1[CH2:20][CH2:21][CH2:22][CH2:23][CH:18]1[CH2:17][NH:16][C:2]1[CH:7]=[CH:6][N:5]=[C:4]([NH:8][C:9]2[CH:14]=[CH:13][CH:12]=[C:11]([Cl:15])[CH:10]=2)[N:3]=1)=[O:25])([CH3:30])([CH3:29])[CH3:28]. The catalyst class is: 1.